From a dataset of Reaction yield outcomes from USPTO patents with 853,638 reactions. Predict the reaction yield, written as a fraction of the theoretical maximum amount of product (1.0 means a 100% yield; for example, 0.34 means a 34% yield). (1) The reactants are [O:1]=[C:2]1[C:11]2[C:6](=[CH:7][CH:8]=[CH:9][CH:10]=2)[C:5]([CH2:12][C:13]2[CH:14]=[C:15]([CH:19]=[CH:20][CH:21]=2)[C:16]([OH:18])=O)=[N:4][NH:3]1.[N:22]1(C(OC(C)(C)C)=O)[CH2:27][CH2:26][NH:25][CH2:24][CH2:23]1.F[P-](F)(F)(F)(F)F.N1(OC(N(C)C)=[N+](C)C)C2C=CC=CC=2N=N1.C(N(CC)C(C)C)(C)C. The catalyst is Cl.C(O)C.O.CC(N(C)C)=O. The product is [N:22]1([C:16]([C:15]2[CH:14]=[C:13]([CH:21]=[CH:20][CH:19]=2)[CH2:12][C:5]2[C:6]3[C:11](=[CH:10][CH:9]=[CH:8][CH:7]=3)[C:2](=[O:1])[NH:3][N:4]=2)=[O:18])[CH2:27][CH2:26][NH:25][CH2:24][CH2:23]1. The yield is 0.770. (2) The reactants are [I:1]N1C(=O)CCC1=O.[F:9][C:10]1[CH:11]=[CH:12][CH:13]=[C:14]2[C:19]=1[N:18]=[CH:17][CH:16]=[CH:15]2. The catalyst is CC(O)=O. The product is [F:9][C:10]1[CH:11]=[CH:12][CH:13]=[C:14]2[C:19]=1[N:18]=[CH:17][C:16]([I:1])=[CH:15]2. The yield is 0.700. (3) The yield is 0.400. The catalyst is CCOC(C)=O.O.CC#N.CC#N.Cl[Pd]Cl. The reactants are Br[C:2]1[C:3]([CH2:18][C:19]2[CH:24]=[CH:23][C:22]([Cl:25])=[C:21]([Cl:26])[CH:20]=2)=[C:4]([C:13]([O:15][CH2:16][CH3:17])=[O:14])[S:5][C:6]=1[N:7]1[CH2:12][CH2:11][O:10][CH2:9][CH2:8]1.[CH3:27][CH:28]([C:30]1[CH:35]=[C:34](C(C)C)[C:33](C2C=CC=CC=2P(C2CCCCC2)C2CCCCC2)=[C:32](C(C)C)[CH:31]=1)C.C1(C#C)C=CC=CC=1.CN(C=O)C. The product is [Cl:26][C:21]1[CH:20]=[C:19]([CH:24]=[CH:23][C:22]=1[Cl:25])[CH2:18][C:3]1[C:2]([C:27]#[C:28][C:30]2[CH:35]=[CH:34][CH:33]=[CH:32][CH:31]=2)=[C:6]([N:7]2[CH2:12][CH2:11][O:10][CH2:9][CH2:8]2)[S:5][C:4]=1[C:13]([O:15][CH2:16][CH3:17])=[O:14]. (4) The reactants are Br[C:2]1[CH:8]=[CH:7][CH:6]=[CH:5][C:3]=1[NH2:4].[CH3:9][C:10]1([CH3:26])[C:14]([CH3:16])([CH3:15])[O:13][B:12]([B:12]2[O:13][C:14]([CH3:16])([CH3:15])[C:10]([CH3:26])([CH3:9])[O:11]2)[O:11]1.N#N.C([O-])(=O)C.[K+]. The catalyst is O1CCOCC1.O.C1C=CC(P(C2C=CC=CC=2)[C-]2C=CC=C2)=CC=1.C1C=CC(P(C2C=CC=CC=2)[C-]2C=CC=C2)=CC=1.Cl[Pd]Cl.[Fe+2]. The product is [CH3:9][C:10]1([CH3:26])[C:14]([CH3:16])([CH3:15])[O:13][B:12]([C:2]2[CH:8]=[CH:7][CH:6]=[CH:5][C:3]=2[NH2:4])[O:11]1. The yield is 0.470. (5) The reactants are [BH4-].[Na+].[Cl:3][C:4]1[CH:5]=[C:6]2[C:11](=O)[O:10][C:8](=[O:9])[C:7]2=[CH:13][C:14]=1[Cl:15]. The catalyst is CN(C=O)C. The product is [Cl:3][C:4]1[CH:5]=[C:6]2[C:7](=[CH:13][C:14]=1[Cl:15])[C:8](=[O:9])[O:10][CH2:11]2. The yield is 0.750. (6) The reactants are I[CH:2]1[CH:8]2[CH2:9][CH:5]([C:6](=[O:10])[O:7]2)[CH2:4][CH2:3]1.N12CCCN=C1CCCCC2. The catalyst is C1C=CC=CC=1. The product is [CH:5]12[CH2:9][CH:8]([O:7][C:6]1=[O:10])[CH:2]=[CH:3][CH2:4]2. The yield is 0.660. (7) The reactants are [F:1][C:2]([F:16])([F:15])[CH:3]([NH2:14])[CH2:4][C:5]1[C:13]2[C:8](=[CH:9][CH:10]=[CH:11][CH:12]=2)[NH:7][CH:6]=1.[Br:17][C:18]1[CH:23]=[C:22]([Cl:24])[C:21]([S:25](Cl)(=[O:27])=[O:26])=[C:20]([Cl:29])[CH:19]=1. The catalyst is N1C=CC=CC=1.Cl.C(OCC)(=O)C. The product is [Br:17][C:18]1[CH:23]=[C:22]([Cl:24])[C:21]([S:25]([NH:14][CH:3]([CH2:4][C:5]2[C:13]3[C:8](=[CH:9][CH:10]=[CH:11][CH:12]=3)[NH:7][CH:6]=2)[C:2]([F:1])([F:15])[F:16])(=[O:26])=[O:27])=[C:20]([Cl:29])[CH:19]=1. The yield is 0.300.